This data is from Reaction yield outcomes from USPTO patents with 853,638 reactions. The task is: Predict the reaction yield, written as a fraction of the theoretical maximum amount of product (1.0 means a 100% yield; for example, 0.34 means a 34% yield). The reactants are CC(C)([S@]([NH:6][C@@:7]([C:20]1[CH:25]=[CH:24][CH:23]=[CH:22][C:21]=1[F:26])([CH3:19])[C:8]([F:18])([F:17])[CH:9]=[C:10]([F:16])[C:11](OCC)=[O:12])=O)C.C(OCC)(=O)C.Cl.C([O-])([O-])=O.[K+].[K+]. The catalyst is [Pd].CO. The product is [F:16][CH:10]1[CH2:9][C:8]([F:18])([F:17])[C@:7]([C:20]2[CH:25]=[CH:24][CH:23]=[CH:22][C:21]=2[F:26])([CH3:19])[NH:6][C:11]1=[O:12]. The yield is 0.572.